From a dataset of Full USPTO retrosynthesis dataset with 1.9M reactions from patents (1976-2016). Predict the reactants needed to synthesize the given product. (1) Given the product [Cl:1][C:2]1[C:7]([NH2:8])=[C:6]([NH:11][CH2:12][CH2:13][CH2:14][C:15]#[CH:16])[CH:5]=[CH:4][N:3]=1, predict the reactants needed to synthesize it. The reactants are: [Cl:1][C:2]1[C:7]([N+:8]([O-])=O)=[C:6]([NH:11][CH2:12][CH2:13][CH2:14][C:15]#[CH:16])[CH:5]=[CH:4][N:3]=1.O.Cl.[OH-].[Na+]. (2) Given the product [C:12]([C:9]1[C:5]2[N:6]=[CH:7][N:8]=[C:3]([S:2][CH3:1])[C:4]=2[S:11][CH:10]=1)#[CH:13], predict the reactants needed to synthesize it. The reactants are: [CH3:1][S:2][C:3]1[C:4]2[S:11][CH:10]=[C:9]([C:12]#[C:13][Si](C)(C)C)[C:5]=2[N:6]=[CH:7][N:8]=1.[F-].C([N+](CCCC)(CCCC)CCCC)CCC. (3) The reactants are: C([O:3][C:4]([C:6]1[N:7]([CH2:36][C:37]2[CH:42]=[CH:41][CH:40]=[C:39]([Cl:43])[CH:38]=2)[C:8]2[C:13]([C:14]=1[NH:15][C:16](=[O:27])[CH2:17][CH2:18][C:19]1[CH:24]=[CH:23][C:22]([O:25][CH3:26])=[CH:21][CH:20]=1)=[CH:12][CH:11]=[C:10]([C:28]1[CH:33]=[C:32]([F:34])[CH:31]=[C:30]([F:35])[CH:29]=1)[CH:9]=2)=[O:5])C.[OH-].[K+]. Given the product [Cl:43][C:39]1[CH:38]=[C:37]([CH:42]=[CH:41][CH:40]=1)[CH2:36][N:7]1[C:8]2[C:13](=[CH:12][CH:11]=[C:10]([C:28]3[CH:33]=[C:32]([F:34])[CH:31]=[C:30]([F:35])[CH:29]=3)[CH:9]=2)[C:14]([NH:15][C:16](=[O:27])[CH2:17][CH2:18][C:19]2[CH:24]=[CH:23][C:22]([O:25][CH3:26])=[CH:21][CH:20]=2)=[C:6]1[C:4]([OH:5])=[O:3], predict the reactants needed to synthesize it. (4) Given the product [CH3:26][O:25][C:23](=[O:24])[CH2:22][N:16]1[C:17]2[C:13](=[CH:12][C:11]([N:6]3[CH:7]=[CH:8][C:9]4[O:10][C:2]([Br:1])=[CH:3][C:4]=4[C:5]3=[O:20])=[CH:19][CH:18]=2)[CH:14]=[N:15]1, predict the reactants needed to synthesize it. The reactants are: [Br:1][C:2]1[O:10][C:9]2[CH:8]=[CH:7][N:6]([C:11]3[CH:12]=[C:13]4[C:17](=[CH:18][CH:19]=3)[NH:16][N:15]=[CH:14]4)[C:5](=[O:20])[C:4]=2[CH:3]=1.Br[CH2:22][C:23]([O:25][CH3:26])=[O:24].C([O-])([O-])=O.[Cs+].[Cs+]. (5) Given the product [C:1]([O:5][C:6]([N:8]1[CH2:12][CH:11]([CH2:13][C:14]([OH:16])=[O:15])[CH2:10][C@H:9]1[C:17]([N:19]1[CH2:23][CH2:22][S:21][CH2:20]1)=[O:18])=[O:7])([CH3:4])([CH3:2])[CH3:3], predict the reactants needed to synthesize it. The reactants are: [C:1]([O:5][C:6]([N:8]1[CH2:12][C:11](=[CH:13][C:14]([OH:16])=[O:15])[CH2:10][C@H:9]1[C:17]([N:19]1[CH2:23][CH2:22][S:21][CH2:20]1)=[O:18])=[O:7])([CH3:4])([CH3:3])[CH3:2]. (6) Given the product [Cl:1][C:2]1[CH:7]=[C:6]([O:8][CH3:9])[CH:5]=[CH:4][C:3]=1[CH:10]([CH3:28])[C:11]([C:13]1[C:14]([F:25])=[CH:15][C:16]2[O:21][CH2:20][C:19](=[O:22])[N:18]([CH3:23])[C:17]=2[CH:24]=1)=[O:12], predict the reactants needed to synthesize it. The reactants are: [Cl:1][C:2]1[CH:7]=[C:6]([O:8][CH3:9])[CH:5]=[CH:4][C:3]=1[CH2:10][C:11]([C:13]1[C:14]([F:25])=[CH:15][C:16]2[O:21][CH2:20][C:19](=[O:22])[N:18]([CH3:23])[C:17]=2[CH:24]=1)=[O:12].[H-].[Na+].[CH3:28]I. (7) Given the product [CH:7]([C@@H:8]1[CH2:9][CH:10]=[CH:14][CH2:13][O:12]1)([C:16]1[CH:21]=[CH:20][CH:19]=[CH:18][CH:17]=1)[C:16]1[CH:17]=[CH:18][CH:19]=[CH:20][CH:21]=1, predict the reactants needed to synthesize it. The reactants are: C1([CH:7]([C:16]2[CH:21]=[CH:20][CH:19]=[CH:18][CH:17]=2)[C@@H:8]([O:12][CH2:13][CH:14]=C)[CH2:9][CH:10]=C)C=CC=CC=1.